Dataset: Catalyst prediction with 721,799 reactions and 888 catalyst types from USPTO. Task: Predict which catalyst facilitates the given reaction. (1) The catalyst class is: 7. Reactant: [Br:1][C:2]1[CH:3]=[CH:4][C:5]([CH2:8][OH:9])=[N:6][CH:7]=1.[H-].[Na+].Br[CH2:13][C:14]([O:16][CH2:17]C)=[O:15]. Product: [Br:1][C:2]1[CH:3]=[CH:4][C:5]([CH2:8][O:9][CH2:13][C:14]([O:16][CH3:17])=[O:15])=[N:6][CH:7]=1. (2) The catalyst class is: 125. Reactant: [CH3:1][C:2]1[CH:7]=[CH:6][N:5]=[C:4]([C:8]([CH3:18])([O:13][Si](C)(C)C)[C:9]([F:12])([F:11])[F:10])[CH:3]=1.C([O-])([O-])=O.[K+].[K+]. Product: [F:12][C:9]([F:10])([F:11])[C:8]([C:4]1[CH:3]=[C:2]([CH3:1])[CH:7]=[CH:6][N:5]=1)([OH:13])[CH3:18]. (3) Reactant: [NH2:1][CH2:2][CH2:3][CH2:4][N:5]([C@@H:15]([C:19]1[N:28]([CH2:29][C:30]2[CH:35]=[CH:34][CH:33]=[CH:32][CH:31]=2)[C:27](=[O:36])[C:26]2[C:21](=[CH:22][C:23]([Cl:37])=[CH:24][CH:25]=2)[N:20]=1)[CH:16]([CH3:18])[CH3:17])[C:6](=[O:14])[C:7]1[CH:12]=[CH:11][C:10]([CH3:13])=[CH:9][CH:8]=1.C(OC(=O)NCCCN(C(C1N(CC2C=CC=CC=2)C(=O)C2C(=CC(Cl)=CC=2)N=1)C(C)C)C(=O)C1C=CC(C)=CC=1)(C)(C)C.[CH3:82][S:83]([OH:86])(=[O:85])=[O:84]. Product: [S:83]([OH:86])(=[O:85])(=[O:84])[CH3:82].[NH2:1][CH2:2][CH2:3][CH2:4][N:5]([C@@H:15]([C:19]1[N:28]([CH2:29][C:30]2[CH:31]=[CH:32][CH:33]=[CH:34][CH:35]=2)[C:27](=[O:36])[C:26]2[C:21](=[CH:22][C:23]([Cl:37])=[CH:24][CH:25]=2)[N:20]=1)[CH:16]([CH3:17])[CH3:18])[C:6](=[O:14])[C:7]1[CH:8]=[CH:9][C:10]([CH3:13])=[CH:11][CH:12]=1. The catalyst class is: 237. (4) Reactant: Cl[C:2]1[CH:7]=[C:6]([Cl:8])[N:5]=[C:4]([S:9][CH2:10][C:11]2[CH:16]=[CH:15][CH:14]=[C:13]([F:17])[C:12]=2[F:18])[N:3]=1.[OH:19][C@@H:20]1[CH2:24][O:23][N:22]([C:25]([O:27][C:28]([CH3:31])([CH3:30])[CH3:29])=[O:26])[CH2:21]1.[H-].[Na+].O. Product: [Cl:8][C:6]1[N:5]=[C:4]([S:9][CH2:10][C:11]2[CH:16]=[CH:15][CH:14]=[C:13]([F:17])[C:12]=2[F:18])[N:3]=[C:2]([O:19][C@@H:20]2[CH2:24][O:23][N:22]([C:25]([O:27][C:28]([CH3:31])([CH3:30])[CH3:29])=[O:26])[CH2:21]2)[CH:7]=1. The catalyst class is: 1. (5) Reactant: [CH3:1][O:2][C:3]1[CH:4]=[C:5]([CH:14]=[CH:15][C:16]=1[N+:17]([O-])=O)[CH2:6][N:7]1[CH2:12][CH2:11][CH:10]([OH:13])[CH2:9][CH2:8]1. Product: [NH2:17][C:16]1[CH:15]=[CH:14][C:5]([CH2:6][N:7]2[CH2:12][CH2:11][CH:10]([OH:13])[CH2:9][CH2:8]2)=[CH:4][C:3]=1[O:2][CH3:1]. The catalyst class is: 63. (6) Reactant: C([N-]C(C)C)(C)C.[Li+].[Cl:9][C:10]1[CH:15]=[CH:14][C:13]([N:16]=[C:17]2[CH2:26][CH2:25][CH:24]3[CH:19]([CH:20]=[CH:21][CH2:22][CH2:23]3)[S:18]2)=[CH:12][CH:11]=1.[CH:27](OCC)=[O:28].[Cl-].[NH4+]. Product: [Cl:9][C:10]1[CH:11]=[CH:12][C:13]([NH:16][C:17]2[S:18][CH:19]3[CH:24]([CH2:25][C:26]=2[CH:27]=[O:28])[CH2:23][CH2:22][CH:21]=[CH:20]3)=[CH:14][CH:15]=1. The catalyst class is: 1.